Task: Predict the reactants needed to synthesize the given product.. Dataset: Full USPTO retrosynthesis dataset with 1.9M reactions from patents (1976-2016) (1) Given the product [Cl:19][C:3]1[CH:4]=[C:5]([NH:12][C:13]2[N:17]=[C:16]([NH2:18])[NH:15][N:14]=2)[CH:6]=[C:7]([C:8]([F:11])([F:10])[F:9])[C:2]=1[C:29]1[CH:28]=[N:27][C:26]([S:23]([CH:20]([CH3:22])[CH3:21])(=[O:24])=[O:25])=[CH:31][CH:30]=1, predict the reactants needed to synthesize it. The reactants are: Br[C:2]1[C:7]([C:8]([F:11])([F:10])[F:9])=[CH:6][C:5]([NH:12][C:13]2[N:17]=[C:16]([NH2:18])[NH:15][N:14]=2)=[CH:4][C:3]=1[Cl:19].[CH:20]([S:23]([C:26]1[CH:31]=[CH:30][C:29](B2OC(C)(C)C(C)(C)O2)=[CH:28][N:27]=1)(=[O:25])=[O:24])([CH3:22])[CH3:21].C(=O)([O-])[O-].[K+].[K+]. (2) Given the product [ClH:1].[CH3:7][C@@H:8]([CH2:12][CH3:13])[CH2:9][C:10]([NH2:2])=[NH:11], predict the reactants needed to synthesize it. The reactants are: [Cl-:1].[NH4+:2].C[Al](C)C.[CH3:7][C@@H:8]([CH2:12][CH3:13])[CH2:9][C:10]#[N:11].CO.